This data is from Full USPTO retrosynthesis dataset with 1.9M reactions from patents (1976-2016). The task is: Predict the reactants needed to synthesize the given product. (1) Given the product [C:20]([C:8]1[C:9]([O:11][CH2:12][CH:13]=[CH2:14])=[CH:10][C:5]([O:4][CH2:1][CH:2]=[CH2:3])=[CH:6][C:7]=1[CH2:15][C:16]([O:18][CH3:19])=[O:17])(=[O:22])[CH3:21], predict the reactants needed to synthesize it. The reactants are: [CH2:1]([O:4][C:5]1[CH:6]=[C:7]([CH2:15][C:16]([O:18][CH3:19])=[O:17])[CH:8]=[C:9]([O:11][CH2:12][CH:13]=[CH2:14])[CH:10]=1)[CH:2]=[CH2:3].[C:20](O)(=[O:22])[CH3:21].FC(F)(F)C(OC(=O)C(F)(F)F)=O.C(=O)([O-])O.[Na+]. (2) Given the product [CH:1]1([C:4]2[C:5]([N:23]3[CH2:28][CH2:27][N:26]([C:29]([O:31][C:32]([CH3:35])([CH3:34])[CH3:33])=[O:30])[CH2:25][CH2:24]3)=[C:6]3[C:12]([C:44]#[C:43][Si:45]([CH3:48])([CH3:47])[CH3:46])=[N:11][N:10]([CH2:14][C:15]4[CH:20]=[CH:19][C:18]([O:21][CH3:22])=[CH:17][CH:16]=4)[C:7]3=[N:8][CH:9]=2)[CH2:3][CH2:2]1, predict the reactants needed to synthesize it. The reactants are: [CH:1]1([C:4]2[C:5]([N:23]3[CH2:28][CH2:27][N:26]([C:29]([O:31][C:32]([CH3:35])([CH3:34])[CH3:33])=[O:30])[CH2:25][CH2:24]3)=[C:6]3[C:12](I)=[N:11][N:10]([CH2:14][C:15]4[CH:20]=[CH:19][C:18]([O:21][CH3:22])=[CH:17][CH:16]=4)[C:7]3=[N:8][CH:9]=2)[CH2:3][CH2:2]1.C(N(CC)CC)C.[C:43]([Si:45]([CH3:48])([CH3:47])[CH3:46])#[CH:44]. (3) The reactants are: [C:1]([O:6][CH2:7][CH2:8][CH2:9][Si:10]([O:15][CH3:16])([O:13][CH3:14])[O:11][CH3:12])(=[O:5])[C:2]([CH3:4])=[CH2:3].[C:17]([O:22][C:23]([CH3:26])([CH3:25])[CH3:24])(=[O:21])[C:18]([CH3:20])=[CH2:19].[CH:27]12[CH2:33][CH:30]([CH:31]=[CH:32]1)[CH2:29][CH:28]2[C:34]([O:36][CH3:37])=[O:35].[C:38]([O-:43])(=[O:42])[C:39]([CH3:41])=[CH2:40].N(C(C)(C)C#N)=NC(C)(C)C#N. Given the product [C:1]([O:6][CH2:7][CH2:8][CH2:9][Si:10]([O:15][CH3:16])([O:11][CH3:12])[O:13][CH3:14])(=[O:5])[C:2]([CH3:4])=[CH2:3].[C:17]([O:22][C:23]([CH3:26])([CH3:25])[CH3:24])(=[O:21])[C:18]([CH3:20])=[CH2:19].[CH:27]12[CH2:33][CH:30]([CH:31]=[CH:32]1)[CH2:29][CH:28]2[C:34]([O:36][CH3:37])=[O:35].[C:38]([O-:43])(=[O:42])[C:39]([CH3:41])=[CH2:40], predict the reactants needed to synthesize it. (4) Given the product [CH3:32][C:31]1[O:30][C:29]([C:33]2[CH:34]=[CH:35][CH:36]=[CH:37][CH:38]=2)=[N:28][C:27]=1[CH2:26][CH2:25][O:24][C:23]1[CH:22]=[CH:21][C:20]([CH2:19][O:3]/[N:4]=[C:5](/[C:12]2[CH:17]=[CH:16][CH:15]=[CH:14][CH:13]=2)\[CH2:6][CH2:7][C:8]([O:10][CH3:11])=[O:9])=[CH:40][CH:39]=1, predict the reactants needed to synthesize it. The reactants are: [H-].[Na+].[OH:3]/[N:4]=[C:5](/[C:12]1[CH:17]=[CH:16][CH:15]=[CH:14][CH:13]=1)\[CH2:6][CH2:7][C:8]([O:10][CH3:11])=[O:9].Cl[CH2:19][C:20]1[CH:40]=[CH:39][C:23]([O:24][CH2:25][CH2:26][C:27]2[N:28]=[C:29]([C:33]3[CH:38]=[CH:37][CH:36]=[CH:35][CH:34]=3)[O:30][C:31]=2[CH3:32])=[CH:22][CH:21]=1.Cl.C(=O)(O)[O-].[Na+]. (5) The reactants are: Cl.[C:2]([NH2:6])(=[NH:5])[CH2:3][CH3:4].Cl[C:8](=[CH2:11])[C:9]#[N:10]. Given the product [CH2:3]([C:2]1[N:6]=[C:9]([NH2:10])[CH:8]=[CH:11][N:5]=1)[CH3:4], predict the reactants needed to synthesize it.